From a dataset of NCI-60 drug combinations with 297,098 pairs across 59 cell lines. Regression. Given two drug SMILES strings and cell line genomic features, predict the synergy score measuring deviation from expected non-interaction effect. (1) Drug 1: CNC(=O)C1=NC=CC(=C1)OC2=CC=C(C=C2)NC(=O)NC3=CC(=C(C=C3)Cl)C(F)(F)F. Drug 2: C(CN)CNCCSP(=O)(O)O. Cell line: CCRF-CEM. Synergy scores: CSS=0.761, Synergy_ZIP=3.21, Synergy_Bliss=5.90, Synergy_Loewe=3.65, Synergy_HSA=2.11. (2) Drug 1: CC1=C(C=C(C=C1)NC(=O)C2=CC=C(C=C2)CN3CCN(CC3)C)NC4=NC=CC(=N4)C5=CN=CC=C5. Drug 2: CC1C(C(CC(O1)OC2CC(OC(C2O)C)OC3=CC4=CC5=C(C(=O)C(C(C5)C(C(=O)C(C(C)O)O)OC)OC6CC(C(C(O6)C)O)OC7CC(C(C(O7)C)O)OC8CC(C(C(O8)C)O)(C)O)C(=C4C(=C3C)O)O)O)O. Cell line: UO-31. Synergy scores: CSS=5.37, Synergy_ZIP=1.13, Synergy_Bliss=-1.24, Synergy_Loewe=-43.4, Synergy_HSA=-3.76.